From a dataset of Forward reaction prediction with 1.9M reactions from USPTO patents (1976-2016). Predict the product of the given reaction. (1) Given the reactants [CH2:1]([C:5]1[CH:9]=[C:8]([C:10]([OH:12])=O)[O:7][N:6]=1)[CH:2]([CH3:4])[CH3:3].CN(C(ON1N=NC2C=CC=NC1=2)=[N+](C)C)C.F[P-](F)(F)(F)(F)F.[NH2:37][C@H:38]([CH2:47][C:48]1[CH:53]=[CH:52][C:51]([C:54]2[CH:59]=[C:58]([Cl:60])[CH:57]=[CH:56][C:55]=2[F:61])=[CH:50][CH:49]=1)[CH2:39][C@:40]([CH2:45][OH:46])([CH3:44])[C:41]([OH:43])=[O:42].CCN(C(C)C)C(C)C, predict the reaction product. The product is: [Cl:60][C:58]1[CH:57]=[CH:56][C:55]([F:61])=[C:54]([C:51]2[CH:50]=[CH:49][C:48]([CH2:47][C@@H:38]([NH:37][C:10]([C:8]3[O:7][N:6]=[C:5]([CH2:1][CH:2]([CH3:3])[CH3:4])[CH:9]=3)=[O:12])[CH2:39][C@:40]([CH2:45][OH:46])([CH3:44])[C:41]([OH:43])=[O:42])=[CH:53][CH:52]=2)[CH:59]=1. (2) Given the reactants [F:1][C:2]1[CH:9]=[CH:8][CH:7]=[C:6]([C:10]([F:13])([F:12])[F:11])[C:3]=1[C:4]#[N:5].CO, predict the reaction product. The product is: [F:1][C:2]1[CH:9]=[CH:8][CH:7]=[C:6]([C:10]([F:11])([F:12])[F:13])[C:3]=1[CH2:4][NH2:5]. (3) Given the reactants [Cl:1][C:2]1[CH:11]=[C:10]2[C:5]([CH:6]=[CH:7][CH:8]=[N:9]2)=[CH:4][C:3]=1[CH3:12].C(OOC(=O)C1C=CC=CC=1)(=O)C1C=CC=CC=1.[Br:31]N1C(=O)CCC1=O, predict the reaction product. The product is: [Br:31][CH2:12][C:3]1[CH:4]=[C:5]2[C:10](=[CH:11][C:2]=1[Cl:1])[N:9]=[CH:8][CH:7]=[CH:6]2. (4) Given the reactants [CH2:1]([O:8][CH2:9][CH:10]1[CH2:15][CH2:14]C(=O)[CH2:12][CH2:11]1)[C:2]1[CH:7]=[CH:6][CH:5]=[CH:4][CH:3]=1.C(O[CH:20]([O:24][CH2:25][CH3:26])[O:21][CH2:22][CH3:23])C.C1(C)C=CC(S(O)(=O)=O)=CC=1.C(N(CC)CC)C, predict the reaction product. The product is: [CH2:25]([O:24][C:20]1([O:21][CH2:22][CH3:23])[CH2:12][CH2:11][CH:10]([CH2:9][O:8][CH2:1][C:2]2[CH:3]=[CH:4][CH:5]=[CH:6][CH:7]=2)[CH2:15][CH2:14]1)[CH3:26]. (5) Given the reactants [CH2:1]([NH2:8])[C:2]1[CH:7]=[CH:6][CH:5]=[CH:4][CH:3]=1.C([O-])([O-])=O.[K+].[K+].Br[CH2:16][CH2:17][Si:18]([CH2:21][CH2:22]Br)([CH3:20])[CH3:19].O, predict the reaction product. The product is: [CH2:1]([N:8]1[CH2:22][CH2:21][Si:18]([CH3:20])([CH3:19])[CH2:17][CH2:16]1)[C:2]1[CH:7]=[CH:6][CH:5]=[CH:4][CH:3]=1. (6) Given the reactants Cl[C:2]1[C:11]2[C:6](=[N:7][CH:8]=[CH:9][CH:10]=2)[N:5]=[C:4]([C:12]2[CH:17]=[CH:16][CH:15]=[CH:14][N:13]=2)[C:3]=1[CH3:18].[O:19]1[CH2:24][CH2:23][N:22]([C:25]2[CH:26]=[C:27]([NH2:31])[CH:28]=[N:29][CH:30]=2)[CH2:21][CH2:20]1.CC(C)([O-])C.[Na+], predict the reaction product. The product is: [CH3:18][C:3]1[C:4]([C:12]2[CH:17]=[CH:16][CH:15]=[CH:14][N:13]=2)=[N:5][C:6]2[C:11]([C:2]=1[NH:31][C:27]1[CH:28]=[N:29][CH:30]=[C:25]([N:22]3[CH2:23][CH2:24][O:19][CH2:20][CH2:21]3)[CH:26]=1)=[CH:10][CH:9]=[CH:8][N:7]=2. (7) Given the reactants Cl[CH2:2][CH2:3][O:4][C:5]1[CH:14]=[C:13]2[C:8]([C:9]([O:15][C:16]3[C:17]([C:26]([O:28][CH2:29][CH2:30][CH3:31])=[O:27])=[CH:18][C:19]4[C:24]([CH:25]=3)=[CH:23][CH:22]=[CH:21][CH:20]=4)=[CH:10][CH:11]=[N:12]2)=[CH:7][C:6]=1[O:32][CH3:33].C(=O)([O-])[O-].[K+].[K+].[NH:40]1[CH:44]=[CH:43][N:42]=[CH:41]1.O, predict the reaction product. The product is: [N:40]1([CH2:2][CH2:3][O:4][C:5]2[CH:14]=[C:13]3[C:8]([C:9]([O:15][C:16]4[C:17]([C:26]([O:28][CH2:29][CH2:30][CH3:31])=[O:27])=[CH:18][C:19]5[C:24]([CH:25]=4)=[CH:23][CH:22]=[CH:21][CH:20]=5)=[CH:10][CH:11]=[N:12]3)=[CH:7][C:6]=2[O:32][CH3:33])[CH:44]=[CH:43][N:42]=[CH:41]1. (8) Given the reactants [NH2:1][C:2]1([C:11]2[N:16]=[CH:15][C:14]([C:17]#[N:18])=[C:13]([S:19]([CH3:21])=O)[N:12]=2)[O:10][C:6]2=[CH:7][CH:8]=[CH:9][C:5]2=[CH:4][CH2:3]1.SC[CH2:24][C:25]1[CH:30]=[CH:29][CH:28]=[CH:27][N:26]=1.C1CCN2C(=NCCC2)CC1, predict the reaction product. The product is: [NH2:1][C:2]1([C:11]2[N:16]=[CH:15][C:14]([C:17]#[N:18])=[C:13]([S:19][CH2:21][CH2:24][C:25]3[CH:30]=[CH:29][CH:28]=[CH:27][N:26]=3)[N:12]=2)[O:10][C:6]2=[CH:7][CH:8]=[CH:9][C:5]2=[CH:4][CH2:3]1.